Dataset: Full USPTO retrosynthesis dataset with 1.9M reactions from patents (1976-2016). Task: Predict the reactants needed to synthesize the given product. (1) Given the product [Br:1][C:2]1[C:3]([C:29]2[CH:34]=[CH:33][CH:32]=[C:31]([CH3:35])[C:30]=2[CH3:36])=[N:4][O:5][C:6]=1[C@@H:7]1[C@:12]([C:14]2[CH:19]=[CH:18][C:17]([F:20])=[C:16]([F:21])[CH:15]=2)([OH:13])[CH2:11][CH2:10][NH:9][CH2:8]1, predict the reactants needed to synthesize it. The reactants are: [Br:1][C:2]1[C:3]([C:29]2[CH:34]=[CH:33][CH:32]=[C:31]([CH3:35])[C:30]=2[CH3:36])=[N:4][O:5][C:6]=1[C@@H:7]1[C@:12]([C:14]2[CH:19]=[CH:18][C:17]([F:20])=[C:16]([F:21])[CH:15]=2)([OH:13])[CH2:11][CH2:10][N:9](C(OC(C)(C)C)=O)[CH2:8]1.Cl.O1CCOCC1. (2) Given the product [CH3:1][O:2][C:3]1[CH:12]=[CH:11][C:6]2[C:7](=[O:10])[CH2:8][O:9][C:5]=2[C:4]=1[CH2:13][CH2:14][CH2:15][N:16]1[CH2:17][CH2:18][N:19]([C:22]([O:24][C:25]([CH3:28])([CH3:27])[CH3:26])=[O:23])[CH2:20][CH2:21]1, predict the reactants needed to synthesize it. The reactants are: [CH3:1][O:2][C:3]1[CH:12]=[CH:11][C:6]2[C:7](=[O:10])[CH2:8][O:9][C:5]=2[C:4]=1[C:13]#[C:14][CH2:15][N:16]1[CH2:21][CH2:20][N:19]([C:22]([O:24][C:25]([CH3:28])([CH3:27])[CH3:26])=[O:23])[CH2:18][CH2:17]1. (3) Given the product [OH:14][CH2:13][CH:12]([N:8]1[C:9]2[C:5](=[C:4]([C:19]([F:22])([F:20])[F:21])[C:3]([C:1]#[N:2])=[CH:11][CH:10]=2)[CH:6]=[C:7]1[CH3:18])[CH3:17], predict the reactants needed to synthesize it. The reactants are: [C:1]([C:3]1[C:4]([C:19]([F:22])([F:21])[F:20])=[C:5]2[C:9](=[CH:10][CH:11]=1)[N:8]([CH:12]([CH3:17])[C:13](OC)=[O:14])[C:7]([CH3:18])=[CH:6]2)#[N:2].[Li+].[BH4-]. (4) Given the product [CH3:21][O:22][C:23]([C:25]1[CH:30]=[C:29]([C:10]2[C:11]3[C:16](=[CH:15][C:14]([N+:17]([O-:19])=[O:18])=[CH:13][CH:12]=3)[N:8]([C:6]([O:5][C:1]([CH3:4])([CH3:3])[CH3:2])=[O:7])[N:9]=2)[CH:28]=[CH:27][CH:26]=1)=[O:24], predict the reactants needed to synthesize it. The reactants are: [C:1]([O:5][C:6]([N:8]1[C:16]2[C:11](=[CH:12][CH:13]=[C:14]([N+:17]([O-:19])=[O:18])[CH:15]=2)[C:10](I)=[N:9]1)=[O:7])([CH3:4])([CH3:3])[CH3:2].[CH3:21][O:22][C:23]([C:25]1[CH:26]=[C:27](B(O)O)[CH:28]=[CH:29][CH:30]=1)=[O:24]. (5) Given the product [Cl:1][C:2]1[N:3]=[C:4]([NH:19][CH3:18])[C:5]2[CH2:10][CH2:9][CH:8]([C:11]3[CH:16]=[CH:15][CH:14]=[CH:13][CH:12]=3)[C:6]=2[N:7]=1, predict the reactants needed to synthesize it. The reactants are: [Cl:1][C:2]1[N:3]=[C:4](Cl)[C:5]2[CH2:10][CH2:9][CH:8]([C:11]3[CH:16]=[CH:15][CH:14]=[CH:13][CH:12]=3)[C:6]=2[N:7]=1.[CH3:18][NH2:19]. (6) Given the product [C:20]([C:11]1[C:12](=[O:19])[NH:13][N:14]=[C:9]([C:4]2[CH:5]=[CH:6][C:7]([F:8])=[CH:2][C:3]=2[F:24])[CH:10]=1)([OH:22])=[O:21], predict the reactants needed to synthesize it. The reactants are: F[C:2]1[CH:3]=[C:4]([C:9]2[CH:10]=[C:11]([C:20]([O:22]C)=[O:21])[C:12](=[O:19])[N:13](CC(C)C)[N:14]=2)[CH:5]=[CH:6][C:7]=1[F:8].[F:24]C1C=C(F)C=CC=1C(=O)CC(C(OCC)=O)(O)C(OCC)=O. (7) Given the product [CH3:1][O:2][C:3](=[O:21])[CH2:4][C:5]([N:8]1[CH:12]=[C:11]([NH:13][C:14](=[O:20])[CH:15]([NH:19][C:31](=[O:32])[CH2:30][C:25]2[CH:24]=[C:23]([F:22])[CH:28]=[C:27]([F:29])[CH:26]=2)[CH2:16][CH2:17][CH3:18])[N:10]=[CH:9]1)([CH3:6])[CH3:7], predict the reactants needed to synthesize it. The reactants are: [CH3:1][O:2][C:3](=[O:21])[CH2:4][C:5]([N:8]1[CH:12]=[C:11]([NH:13][C:14](=[O:20])[CH:15]([NH2:19])[CH2:16][CH2:17][CH3:18])[N:10]=[CH:9]1)([CH3:7])[CH3:6].[F:22][C:23]1[CH:24]=[C:25]([CH2:30][C:31](O)=[O:32])[CH:26]=[C:27]([F:29])[CH:28]=1. (8) The reactants are: [F:1][C:2]1[CH:15]=[CH:14][C:5]([CH:6]=[C:7]2[S:11][C:10](=[O:12])[NH:9][C:8]2=S)=[C:4]([OH:16])[CH:3]=1.C(N(CC)CC)C.CI.[NH:26]1[CH:31]=[CH:30][CH2:29][CH2:28][NH:27]1. Given the product [N:26]1([C:8]2=[N:9][C:10](=[O:12])[S:11]/[C:7]/2=[CH:6]\[C:5]2[CH:14]=[CH:15][C:2]([F:1])=[CH:3][C:4]=2[OH:16])[CH2:31][CH2:30][CH2:29][CH2:28][NH:27]1, predict the reactants needed to synthesize it. (9) Given the product [Cl:30][C:29]1[CH:28]=[CH:27][C:26]([NH:31][C:32]2[C:35](=[O:36])[C:34](=[O:37])[C:33]=2[NH:38][C@@H:39]([C@H:42]2[CH2:46][CH2:45][C@@H:44]([CH3:47])[O:43]2)[CH2:40][CH3:41])=[C:25]([OH:48])[C:24]=1[S:21]([N:18]1[CH2:19][CH2:20][NH:15][CH2:16][CH2:17]1)(=[O:22])=[O:23], predict the reactants needed to synthesize it. The reactants are: C(O)(C(F)(F)F)=O.C(OC([N:15]1[CH2:20][CH2:19][N:18]([S:21]([C:24]2[C:29]([Cl:30])=[CH:28][CH:27]=[C:26]([NH:31][C:32]3[C:35](=[O:36])[C:34](=[O:37])[C:33]=3[NH:38][C@@H:39]([C@H:42]3[CH2:46][CH2:45][C@@H:44]([CH3:47])[O:43]3)[CH2:40][CH3:41])[C:25]=2[OH:48])(=[O:23])=[O:22])[CH2:17][CH2:16]1)=O)(C)(C)C. (10) The reactants are: [F:1][C:2]([F:30])([F:29])[C:3]([N:5]1[CH2:10][CH:9]=[C:8]([C:11]2[C:19]3[C:14](=[CH:15][CH:16]=[CH:17][CH:18]=3)[N:13]([C:20]3[CH:25]=[CH:24][C:23]([N+:26]([O-])=O)=[CH:22][CH:21]=3)[CH:12]=2)[CH2:7][CH2:6]1)=O. Given the product [F:30][C:2]([F:1])([F:29])[CH2:3][N:5]1[CH2:6][CH:7]=[C:8]([C:11]2[C:19]3[C:14](=[CH:15][CH:16]=[CH:17][CH:18]=3)[N:13]([C:20]3[CH:21]=[CH:22][C:23]([NH2:26])=[CH:24][CH:25]=3)[CH:12]=2)[CH2:9][CH2:10]1, predict the reactants needed to synthesize it.